This data is from NCI-60 drug combinations with 297,098 pairs across 59 cell lines. The task is: Regression. Given two drug SMILES strings and cell line genomic features, predict the synergy score measuring deviation from expected non-interaction effect. (1) Drug 1: CCC1=CC2CC(C3=C(CN(C2)C1)C4=CC=CC=C4N3)(C5=C(C=C6C(=C5)C78CCN9C7C(C=CC9)(C(C(C8N6C)(C(=O)OC)O)OC(=O)C)CC)OC)C(=O)OC.C(C(C(=O)O)O)(C(=O)O)O. Drug 2: C1=CN(C=N1)CC(O)(P(=O)(O)O)P(=O)(O)O. Cell line: OVCAR-5. Synergy scores: CSS=14.9, Synergy_ZIP=-9.54, Synergy_Bliss=-15.7, Synergy_Loewe=-34.6, Synergy_HSA=-14.9. (2) Drug 1: C1=CC(=C2C(=C1NCCNCCO)C(=O)C3=C(C=CC(=C3C2=O)O)O)NCCNCCO. Drug 2: C1=CN(C(=O)N=C1N)C2C(C(C(O2)CO)O)O.Cl. Cell line: HCC-2998. Synergy scores: CSS=38.8, Synergy_ZIP=-3.16, Synergy_Bliss=-1.32, Synergy_Loewe=2.01, Synergy_HSA=4.19. (3) Drug 1: CC1=C2C(C(=O)C3(C(CC4C(C3C(C(C2(C)C)(CC1OC(=O)C(C(C5=CC=CC=C5)NC(=O)OC(C)(C)C)O)O)OC(=O)C6=CC=CC=C6)(CO4)OC(=O)C)OC)C)OC. Drug 2: C1=CN(C=N1)CC(O)(P(=O)(O)O)P(=O)(O)O. Cell line: SF-295. Synergy scores: CSS=46.4, Synergy_ZIP=2.27, Synergy_Bliss=0.203, Synergy_Loewe=-15.3, Synergy_HSA=1.83. (4) Drug 1: CC1=C(N=C(N=C1N)C(CC(=O)N)NCC(C(=O)N)N)C(=O)NC(C(C2=CN=CN2)OC3C(C(C(C(O3)CO)O)O)OC4C(C(C(C(O4)CO)O)OC(=O)N)O)C(=O)NC(C)C(C(C)C(=O)NC(C(C)O)C(=O)NCCC5=NC(=CS5)C6=NC(=CS6)C(=O)NCCC[S+](C)C)O. Drug 2: C(CC(=O)O)C(=O)CN.Cl. Cell line: OVCAR3. Synergy scores: CSS=6.54, Synergy_ZIP=-4.96, Synergy_Bliss=-2.15, Synergy_Loewe=-4.39, Synergy_HSA=0.455. (5) Drug 1: C1=C(C(=O)NC(=O)N1)F. Drug 2: C1C(C(OC1N2C=C(C(=O)NC2=O)F)CO)O. Cell line: HCC-2998. Synergy scores: CSS=52.3, Synergy_ZIP=-23.5, Synergy_Bliss=-26.6, Synergy_Loewe=-5.10, Synergy_HSA=-4.76. (6) Drug 1: CC1C(C(CC(O1)OC2CC(CC3=C2C(=C4C(=C3O)C(=O)C5=C(C4=O)C(=CC=C5)OC)O)(C(=O)CO)O)N)O.Cl. Drug 2: CCCCC(=O)OCC(=O)C1(CC(C2=C(C1)C(=C3C(=C2O)C(=O)C4=C(C3=O)C=CC=C4OC)O)OC5CC(C(C(O5)C)O)NC(=O)C(F)(F)F)O. Cell line: NCI-H460. Synergy scores: CSS=62.6, Synergy_ZIP=-6.58, Synergy_Bliss=-10.9, Synergy_Loewe=-11.6, Synergy_HSA=-8.40.